This data is from Experimentally validated miRNA-target interactions with 360,000+ pairs, plus equal number of negative samples. The task is: Binary Classification. Given a miRNA mature sequence and a target amino acid sequence, predict their likelihood of interaction. (1) The miRNA is hsa-miR-28-3p with sequence CACUAGAUUGUGAGCUCCUGGA. The protein sequence of the target gene is MPIPPPPPPPPGPPPPPTFNQANTEQPKLSRDEQRNRGALLQDICKGTKLKKVTNVNDRSAPVIEKPRGSSGGYGPGAAALQPKGGLFQGGVPKLRPVGAKDASEAPAGKPALQVPSSRAAAPRPPGSAASGRPHDDTDSNRASLPELPRMQRPSLPDLSRPNTASGTGMKHSSSAPPPPPPGRRANAPPTPLPLHSNKAQAYNREKPLPPTPGQRLHPGREGHPAPPPVKPPPSPVNIRTGPSGQSLAPPPPPYRQPPGVPNGPSSPTNESAPELPQRHNSLHRKTPGPVRGLAPPPPT.... Result: 0 (no interaction). (2) The miRNA is mmu-miR-7217-5p with sequence AACUUGUAUCUUGUGAGACAGAAGG. The protein sequence of the target gene is MAKFGVHRILLLAISLTKCLESTKLLADLKKCGDLECEALINRVSAMRDYRGPDCRYLNFTKGEEISVYVKLAGEREDLWAGSKGKEFGYFPRDAVQIEEVFISEEIQMSTKESDFLCLLGVSYTFDNEDSELNGDYGENIYPYEEDKDEKSSIYESDFQIEPGFYATYESTLFEDQVPALEAPEDIGSTSESKDWEEVVVESMEQDRIPEVHVPPSSAVSGVKEWFGLGGEQAEEKAFESVIEPVQESSFRSRKIAVEDENDLEELNNGEPQTEHQQESESEIDSVPKTQSELASESEH.... Result: 0 (no interaction). (3) The protein sequence of the target gene is MVRGWEPPPGLDCAISEGHKSEGTMPPNKEASGLSSSPAGLICLPPISEELQLVWTQAAQTSELDSNEHLLKTFSYFPYPSLADIALLCLRYGLQMEKVKTWFMAQRLRCGISWSSEEIEETRARVVYRRDQLHFKSLLSFTHHAGRPPEEVPPPPVPAPEQVGIGIGPPTLSKPTQTKGLKVEPEEPSQMPPLPQSHQKLKESLMTPGSGAFPYQSDFWQHLQSSGLSKEQAGRGPNQSHGIGTASWNHSTTVPQPQARDKPPPIALIASSCKEESASSVTPSSSSTSSSFQVLANGAT.... Result: 1 (interaction). The miRNA is hsa-miR-455-3p with sequence GCAGUCCAUGGGCAUAUACAC.